This data is from Peptide-MHC class II binding affinity with 134,281 pairs from IEDB. The task is: Regression. Given a peptide amino acid sequence and an MHC pseudo amino acid sequence, predict their binding affinity value. This is MHC class II binding data. (1) The peptide sequence is CGERTEGRCLHYTVDKSK. The MHC is DRB3_0101 with pseudo-sequence DRB3_0101. The binding affinity (normalized) is 0.382. (2) The peptide sequence is STGGAYDTYKCIPSL. The MHC is DRB1_0401 with pseudo-sequence DRB1_0401. The binding affinity (normalized) is 0.277. (3) The peptide sequence is FLAVALVAGPAGSYA. The MHC is DRB5_0101 with pseudo-sequence DRB5_0101. The binding affinity (normalized) is 0.301. (4) The peptide sequence is VVSRLLIPVPFDPPA. The MHC is HLA-DQA10102-DQB10502 with pseudo-sequence HLA-DQA10102-DQB10502. The binding affinity (normalized) is 0.413. (5) The peptide sequence is GLVHVANNNYDPWTI. The MHC is HLA-DPA10201-DPB11401 with pseudo-sequence HLA-DPA10201-DPB11401. The binding affinity (normalized) is 0.0603.